Dataset: Forward reaction prediction with 1.9M reactions from USPTO patents (1976-2016). Task: Predict the product of the given reaction. (1) The product is: [C:1]([O:5][C:6](=[O:49])[N:7]([CH:8]([CH3:19])[CH2:9][C:10]1[CH:15]=[CH:14][CH:13]=[C:12]([NH2:16])[CH:11]=1)[CH2:20][C@@H:21]([C:30]1[CH:39]=[CH:38][C:37]([O:40][CH2:41][C:42]2[CH:43]=[CH:44][CH:45]=[CH:46][CH:47]=2)=[C:36]2[C:31]=1[CH:32]=[CH:33][C:34](=[O:48])[NH:35]2)[O:22][Si:23]([C:26]([CH3:29])([CH3:28])[CH3:27])([CH3:24])[CH3:25])([CH3:2])([CH3:3])[CH3:4]. Given the reactants [C:1]([O:5][C:6](=[O:49])[N:7]([CH2:20][C@@H:21]([C:30]1[CH:39]=[CH:38][C:37]([O:40][CH2:41][C:42]2[CH:47]=[CH:46][CH:45]=[CH:44][CH:43]=2)=[C:36]2[C:31]=1[CH:32]=[CH:33][C:34](=[O:48])[NH:35]2)[O:22][Si:23]([C:26]([CH3:29])([CH3:28])[CH3:27])([CH3:25])[CH3:24])[CH:8]([CH3:19])[CH2:9][C:10]1[CH:15]=[CH:14][CH:13]=[C:12]([N+:16]([O-])=O)[CH:11]=1)([CH3:4])([CH3:3])[CH3:2].C(OC(=O)N(CCC1C=CC=C(N)C=1)C[C@@H](C1C=CC(OCC2C=CC=CC=2)=C2C=1C=CC(=O)N2)O[Si](C(C)(C)C)(C)C)(C)(C)C, predict the reaction product. (2) Given the reactants [C:1]([NH:9][C@@H:10]([CH2:15][C:16]1[CH:21]=[CH:20][CH:19]=[CH:18][CH:17]=1)[C:11](=[O:14])[CH2:12][Cl:13])(=[O:8])[C:2]1[CH:7]=[CH:6][CH:5]=[CH:4][CH:3]=1.C(O)=O.C(N(CC)CC)C, predict the reaction product. The product is: [C:1]([NH:9][C@@H:10]([CH2:15][C:16]1[CH:17]=[CH:18][CH:19]=[CH:20][CH:21]=1)[C@H:11]([OH:14])[CH2:12][Cl:13])(=[O:8])[C:2]1[CH:3]=[CH:4][CH:5]=[CH:6][CH:7]=1. (3) Given the reactants Br[C:2]1[N:7]=[C:6]2[NH:8][CH:9]=[CH:10][C:5]2=[N:4][CH:3]=1.[O:11]([C:18]1[CH:23]=[CH:22][C:21](B(O)O)=[CH:20][CH:19]=1)[C:12]1[CH:17]=[CH:16][CH:15]=[CH:14][CH:13]=1.I[CH:28]1[CH2:31][N:30]([C:32]([O:34]C(C)(C)C)=O)[CH2:29]1.[C:39](Cl)(=O)[CH:40]=C, predict the reaction product. The product is: [O:11]([C:18]1[CH:23]=[CH:22][C:21]([C:2]2[N:7]=[C:6]3[N:8]([CH:28]4[CH2:29][N:30]([C:32](=[O:34])[CH:39]=[CH2:40])[CH2:31]4)[CH:9]=[CH:10][C:5]3=[N:4][CH:3]=2)=[CH:20][CH:19]=1)[C:12]1[CH:17]=[CH:16][CH:15]=[CH:14][CH:13]=1.